From a dataset of Full USPTO retrosynthesis dataset with 1.9M reactions from patents (1976-2016). Predict the reactants needed to synthesize the given product. Given the product [CH2:1]([O:5][C:6]1[CH:11]=[CH:10][C:9]([S:13]([Cl:12])(=[O:15])=[O:14])=[CH:8][CH:7]=1)[CH:2]([CH3:4])[CH3:3], predict the reactants needed to synthesize it. The reactants are: [CH2:1]([O:5][C:6]1[CH:11]=[CH:10][CH:9]=[CH:8][CH:7]=1)[CH:2]([CH3:4])[CH3:3].[Cl:12][S:13](O)(=[O:15])=[O:14].